Task: Regression. Given a peptide amino acid sequence and an MHC pseudo amino acid sequence, predict their binding affinity value. This is MHC class I binding data.. Dataset: Peptide-MHC class I binding affinity with 185,985 pairs from IEDB/IMGT The MHC is HLA-A68:02 with pseudo-sequence HLA-A68:02. The binding affinity (normalized) is 0.669. The peptide sequence is EIKSLFNTI.